Dataset: Forward reaction prediction with 1.9M reactions from USPTO patents (1976-2016). Task: Predict the product of the given reaction. (1) Given the reactants [CH2:1]1[C:7]2[CH:8]=[CH:9][C:10]([O:12][C:13]3[CH:21]=[CH:20][C:16]([C:17]([NH2:19])=[O:18])=[CH:15][N:14]=3)=[CH:11][C:6]=2[CH2:5][CH2:4][CH2:3][NH:2]1.C([O-])([O-])=O.[K+].[K+].Br[CH2:29][CH2:30][CH2:31][CH2:32][CH:33]([CH3:35])[CH3:34].C(OCC)(=O)C, predict the reaction product. The product is: [CH3:34][CH:33]([CH3:35])[CH2:32][CH2:31][CH2:30][CH2:29][N:2]1[CH2:3][CH2:4][CH2:5][C:6]2[CH:11]=[C:10]([O:12][C:13]3[CH:21]=[CH:20][C:16]([C:17]([NH2:19])=[O:18])=[CH:15][N:14]=3)[CH:9]=[CH:8][C:7]=2[CH2:1]1. (2) Given the reactants [NH2:1][C:2](=[S:17])[CH2:3][N:4]1[C:8]([CH3:9])=[C:7]([C:10]([O:12]C(C)(C)C)=[O:11])[CH:6]=[N:5]1.Br[CH2:19][C:20]([C:22]1[CH:27]=[CH:26][CH:25]=[C:24]([O:28][C:29]([F:32])([F:31])[F:30])[CH:23]=1)=O, predict the reaction product. The product is: [CH3:9][C:8]1[N:4]([CH2:3][C:2]2[S:17][CH:19]=[C:20]([C:22]3[CH:27]=[CH:26][CH:25]=[C:24]([O:28][C:29]([F:30])([F:31])[F:32])[CH:23]=3)[N:1]=2)[N:5]=[CH:6][C:7]=1[C:10]([OH:12])=[O:11].